From a dataset of Forward reaction prediction with 1.9M reactions from USPTO patents (1976-2016). Predict the product of the given reaction. (1) The product is: [C:1]([O:5][C:6]([NH:8][C@@H:9]1[CH2:16][C@H:12]2[CH2:13][N:14]([C:22]([O:24][CH2:25][C:26]3[CH:31]=[CH:30][CH:29]=[CH:28][CH:27]=3)=[O:23])[CH2:15][C@@:11]2([C:17]([O:19][CH3:20])=[O:18])[CH2:10]1)=[O:7])([CH3:4])([CH3:3])[CH3:2]. Given the reactants [C:1]([O:5][C:6]([NH:8][C@@H:9]1[CH2:16][C@H:12]2[CH2:13][NH:14][CH2:15][C@@:11]2([C:17]([O:19][CH3:20])=[O:18])[CH2:10]1)=[O:7])([CH3:4])([CH3:3])[CH3:2].Cl[C:22]([O:24][CH2:25][C:26]1[CH:31]=[CH:30][CH:29]=[CH:28][CH:27]=1)=[O:23], predict the reaction product. (2) Given the reactants C1(P(CC2C=CC=CC=2C2C=CC=CC=2CP(C2C=CC=CC=2)C2C=CC=CC=2)C2C=CC=CC=2)C=CC=CC=1.[C:41]1([C:47]2[CH:52]=[CH:51][CH:50]=[CH:49][N:48]=2)[CH:46]=[CH:45][CH:44]=[CH:43][CH:42]=1.[S:53](=O)(=[O:56])([OH:55])[OH:54], predict the reaction product. The product is: [C:41]1([C:47]2([S:53]([OH:56])(=[O:55])=[O:54])[CH:52]=[CH:51][CH:50]=[CH:49][NH:48]2)[CH:42]=[CH:43][CH:44]=[CH:45][CH:46]=1. (3) Given the reactants [Cl:1][C:2]1[CH:3]=[C:4]([C:9]2[CH:14]=[C:13]([C:15]([F:18])([F:17])[F:16])[N:12]=[C:11]([N:19]3[CH:23]=[C:22](I)[N:21]=[CH:20]3)[N:10]=2)[CH:5]=[CH:6][C:7]=1[Cl:8].[Cl-].[Li+].C([Mg]Cl)(C)C.[CH2:32]([Sn:36](Cl)([CH2:41][CH2:42][CH2:43][CH3:44])[CH2:37][CH2:38][CH2:39][CH3:40])[CH2:33][CH2:34][CH3:35].[Cl-].[NH4+], predict the reaction product. The product is: [Cl:1][C:2]1[CH:3]=[C:4]([C:9]2[CH:14]=[C:13]([C:15]([F:18])([F:17])[F:16])[N:12]=[C:11]([N:19]3[CH:23]=[C:22]([Sn:36]([CH2:37][CH2:38][CH2:39][CH3:40])([CH2:41][CH2:42][CH2:43][CH3:44])[CH2:32][CH2:33][CH2:34][CH3:35])[N:21]=[CH:20]3)[N:10]=2)[CH:5]=[CH:6][C:7]=1[Cl:8].